Dataset: Full USPTO retrosynthesis dataset with 1.9M reactions from patents (1976-2016). Task: Predict the reactants needed to synthesize the given product. (1) Given the product [CH2:15]([O:13][C:12](=[O:14])[CH:2]([NH2:1])[CH2:3][CH2:4][C:5]([O:6][C:7]([CH3:10])([CH3:8])[CH3:9])=[O:11])[CH3:16], predict the reactants needed to synthesize it. The reactants are: [NH2:1][C@H:2]([C:12]([OH:14])=[O:13])[CH2:3][CH2:4][C:5](=[O:11])[O:6][C:7]([CH3:10])([CH3:9])[CH3:8].[CH2:15](Cl)[CH2:16]Cl.C1C=CC2N(O)N=NC=2C=1. (2) The reactants are: [C:1]([C:3]1[CH:4]=[C:5]2[C:9](=[CH:10][CH:11]=1)[NH:8][C:7]([C:12]1[CH:13]=[C:14]([CH:34]([CH2:38][C:39]([OH:41])=[O:40])[C:35](O)=[O:36])[CH:15]=[C:16]([C:25]3[CH:30]=[CH:29][CH:28]=[C:27]([N+:31]([O-:33])=[O:32])[CH:26]=3)[C:17]=1[O:18]COCCOC)=[CH:6]2)#[N:2].[CH3:42]O.Cl.[O:45]1CCOC[CH2:46]1. Given the product [CH3:46][O:45][C:35](=[O:36])[CH:34]([C:14]1[CH:15]=[C:16]([C:25]2[CH:30]=[CH:29][CH:28]=[C:27]([N+:31]([O-:33])=[O:32])[CH:26]=2)[C:17]([OH:18])=[C:12]([C:7]2[NH:8][C:9]3[C:5]([CH:6]=2)=[CH:4][C:3]([C:1]#[N:2])=[CH:11][CH:10]=3)[CH:13]=1)[CH2:38][C:39]([O:41][CH3:42])=[O:40], predict the reactants needed to synthesize it. (3) Given the product [CH3:43][C:41]1[CH:42]=[C:37]([Si:20]([C:29]2[CH:30]=[C:31]([CH3:36])[CH:32]=[C:33]([CH3:35])[CH:34]=2)([C:21]2[CH:26]=[C:25]([CH3:27])[CH:24]=[C:23]([CH3:28])[CH:22]=2)[C:15]2[CH:14]([CH3:16])[C:13]([CH3:17])=[C:12]([CH3:18])[C:11]=2[CH3:10])[CH:38]=[C:39]([CH3:44])[CH:40]=1, predict the reactants needed to synthesize it. The reactants are: [H-].[Na+].NC1C=CC=CC=1.[CH3:10][C:11]1[CH2:15][C:14]([CH3:16])=[C:13]([CH3:17])[C:12]=1[CH3:18].Cl[Si:20]([C:37]1[CH:42]=[C:41]([CH3:43])[CH:40]=[C:39]([CH3:44])[CH:38]=1)([C:29]1[CH:34]=[C:33]([CH3:35])[CH:32]=[C:31]([CH3:36])[CH:30]=1)[C:21]1[CH:26]=[C:25]([CH3:27])[CH:24]=[C:23]([CH3:28])[CH:22]=1.C(=O)([O-])[O-].[Na+].[Na+]. (4) Given the product [C:1]([CH2:6][CH:7]1[CH2:12][CH2:11][CH:10]([C:13]([OH:15])=[O:14])[CH2:9][CH2:8]1)([O:3][CH2:4][CH3:5])=[O:2], predict the reactants needed to synthesize it. The reactants are: [C:1]([CH:6]=[C:7]1[CH2:12][CH2:11][CH:10]([C:13]([OH:15])=[O:14])[CH2:9][CH2:8]1)([O:3][CH2:4][CH3:5])=[O:2].C([O-])=O.[NH4+]. (5) Given the product [Cl:15][CH2:16][C:17]([C:9]1[CH:10]=[C:11]2[C:6](=[C:7]([CH3:12])[CH:8]=1)[NH:5][C:4](=[O:13])[CH2:3][C:2]2([CH3:14])[CH3:1])=[O:18], predict the reactants needed to synthesize it. The reactants are: [CH3:1][C:2]1([CH3:14])[C:11]2[C:6](=[C:7]([CH3:12])[CH:8]=[CH:9][CH:10]=2)[NH:5][C:4](=[O:13])[CH2:3]1.[Cl:15][CH2:16][C:17](Cl)=[O:18].[Cl-].[Al+3].[Cl-].[Cl-]. (6) Given the product [C:25]([CH:20]([C:13]1[C:12]([F:11])=[CH:17][C:16]([F:18])=[CH:15][C:14]=1[F:19])[C:21]([O:23][CH3:24])=[O:22])(=[O:27])[CH3:26], predict the reactants needed to synthesize it. The reactants are: C[Si]([N-][Si](C)(C)C)(C)C.[Li+].[F:11][C:12]1[CH:17]=[C:16]([F:18])[CH:15]=[C:14]([F:19])[C:13]=1[CH2:20][C:21]([O:23][CH3:24])=[O:22].[C:25](Cl)(=[O:27])[CH3:26].O. (7) Given the product [F:38][C:4]1([F:3])[O:8][C:7]2[CH:9]=[CH:10][C:11]([C:13]3([C:16]([NH:18][C:19]4[N:24]=[C:23]([C:25]5[CH:26]=[C:27]([CH:31]=[CH:32][CH:33]=5)[C:28]([OH:30])=[O:29])[C:22]([CH2:34][OH:35])=[CH:21][CH:20]=4)=[O:17])[CH2:14][CH2:15]3)=[CH:12][C:6]=2[O:5]1, predict the reactants needed to synthesize it. The reactants are: [BH4-].[Na+].[F:3][C:4]1([F:38])[O:8][C:7]2[CH:9]=[CH:10][C:11]([C:13]3([C:16]([NH:18][C:19]4[N:24]=[C:23]([C:25]5[CH:26]=[C:27]([CH:31]=[CH:32][CH:33]=5)[C:28]([OH:30])=[O:29])[C:22]([C:34](OC)=[O:35])=[CH:21][CH:20]=4)=[O:17])[CH2:15][CH2:14]3)=[CH:12][C:6]=2[O:5]1.